This data is from Catalyst prediction with 721,799 reactions and 888 catalyst types from USPTO. The task is: Predict which catalyst facilitates the given reaction. (1) Reactant: [CH3:1][O:2][C:3](=[O:13])[CH2:4][C:5]1[CH:10]=[C:9]([OH:11])[CH:8]=[C:7]([Cl:12])[CH:6]=1.F[C:15]1[CH:22]=[CH:21][C:20]([N+:23]([O-:25])=[O:24])=[CH:19][C:16]=1[CH:17]=[O:18].C(=O)([O-])[O-].[K+].[K+].Cl. Product: [CH3:1][O:2][C:3](=[O:13])[CH2:4][C:5]1[CH:10]=[C:9]([O:11][C:15]2[CH:22]=[CH:21][C:20]([N+:23]([O-:25])=[O:24])=[CH:19][C:16]=2[CH:17]=[O:18])[CH:8]=[C:7]([Cl:12])[CH:6]=1. The catalyst class is: 225. (2) Reactant: [F:1][C:2]([F:10])([F:9])[C:3]1(CC#N)[CH2:5][CH2:4]1.[CH2:11]([OH:13])[CH3:12].[OH-:14].[Na+]. Product: [F:1][C:2]([F:10])([F:9])[C:3]1([CH2:12][C:11]([OH:14])=[O:13])[CH2:5][CH2:4]1. The catalyst class is: 6. (3) Reactant: [CH3:1][C@@H:2]([O:24]C(C)(C)C)[C@H:3]([NH:6]C(OCC1C2C(=CC=CC=2)C2C1=CC=CC=2)=O)[CH:4]=[O:5].[NH2:29][C:30]1[CH:38]=[CH:37][C:33]([C:34]([OH:36])=O)=[CH:32][CH:31]=1.CN(C([O:46]N1N=NC2C=CC=CC1=2)=[N+](C)C)C.[B-](F)(F)(F)F.C1C=CC2N(O)N=NC=2C=1.CCN(C(C)C)C(C)C. Product: [NH2:29][C:30]1[CH:31]=[CH:32][C:33]([C:34]([NH:6][C@H:3]([C:4]([OH:5])=[O:46])[C@@H:2]([CH3:1])[OH:24])=[O:36])=[CH:37][CH:38]=1. The catalyst class is: 3. (4) Reactant: [CH2:1]([C:5]1[CH:10]=[CH:9][C:8]([C:11]2[CH:15]=[C:14]([C:16]3[CH:17]=[C:18]([CH2:21]O)[S:19][CH:20]=3)[O:13][N:12]=2)=[CH:7][CH:6]=1)[CH:2]([CH3:4])[CH3:3].C(Br)(Br)(Br)Br.C1(P(C2C=CC=CC=2)C2C=CC=CC=2)C=CC=CC=1.Cl.[NH:48]1[CH2:51][CH:50]([C:52]([O:54][CH2:55][CH3:56])=[O:53])[CH2:49]1.C(N(CC)C(C)C)(C)C.C(=O)([O-])O.[Na+]. Product: [CH2:1]([C:5]1[CH:6]=[CH:7][C:8]([C:11]2[CH:15]=[C:14]([C:16]3[CH:17]=[C:18]([CH2:21][N:48]4[CH2:51][CH:50]([C:52]([O:54][CH2:55][CH3:56])=[O:53])[CH2:49]4)[S:19][CH:20]=3)[O:13][N:12]=2)=[CH:9][CH:10]=1)[CH:2]([CH3:4])[CH3:3]. The catalyst class is: 46. (5) Product: [CH3:1][C:2]1[N:7]=[C:6]2[CH:8]=[CH:9][NH:10][C:5]2=[CH:4][CH:3]=1. The catalyst class is: 8. Reactant: [CH3:1][C:2]1[N:7]=[C:6]2[CH:8]=[CH:9][N:10](S(C3C=CC=CC=3)(=O)=O)[C:5]2=[CH:4][CH:3]=1.[OH-].[Na+]. (6) Reactant: [C:1]([C:4]1[CH:9]=[N:8][CH:7]=[CH:6][N:5]=1)(=O)[CH3:2].COC(OC)[N:13]([CH3:15])C.[NH2:18]N. Product: [NH:18]1[C:1]([C:4]2[CH:9]=[N:8][CH:7]=[CH:6][N:5]=2)=[CH:2][CH:15]=[N:13]1. The catalyst class is: 8. (7) Reactant: [CH2:1]([NH2:5])[CH:2]([CH3:4])[CH3:3].N1C=CC=CC=1.[F:12][C:13]1[CH:18]=[CH:17][C:16]([S:19](Cl)(=[O:21])=[O:20])=[CH:15][CH:14]=1. Product: [F:12][C:13]1[CH:18]=[CH:17][C:16]([S:19]([NH:5][CH2:1][CH:2]([CH3:4])[CH3:3])(=[O:21])=[O:20])=[CH:15][CH:14]=1. The catalyst class is: 2.